Task: Predict which catalyst facilitates the given reaction.. Dataset: Catalyst prediction with 721,799 reactions and 888 catalyst types from USPTO (1) Reactant: [N:1]1[CH:6]=[CH:5][C:4]([NH2:7])=[N:3][CH:2]=1.C(N(C(C)C)C(C)C)C.ClC(Cl)(O[C:21](=[O:27])OC(Cl)(Cl)Cl)Cl.[NH2:29][C:30]1[CH:35]=[CH:34][C:33]([C:36]([N:38]2[CH2:43][CH2:42][N:41]([CH2:44][C:45]3[CH:50]=[CH:49][C:48]([C:51]([O:60][Si](C(C)(C)C)(C)C)([C:56]([F:59])([F:58])[F:57])[C:52]([F:55])([F:54])[F:53])=[CH:47][CH:46]=3)[CH2:40][CH2:39]2)=[O:37])=[CH:32][C:31]=1[F:68]. Product: [F:68][C:31]1[CH:32]=[C:33]([C:36]([N:38]2[CH2:39][CH2:40][N:41]([CH2:44][C:45]3[CH:50]=[CH:49][C:48]([C:51]([OH:60])([C:52]([F:53])([F:54])[F:55])[C:56]([F:58])([F:59])[F:57])=[CH:47][CH:46]=3)[CH2:42][CH2:43]2)=[O:37])[CH:34]=[CH:35][C:30]=1[NH:29][C:21]([NH:7][C:4]1[CH:5]=[CH:6][N:1]=[CH:2][N:3]=1)=[O:27]. The catalyst class is: 4. (2) Reactant: [F:1][C:2]1[CH:7]=[CH:6][C:5]([C:8]#[C:9][C:10]([O:12][CH3:13])=[O:11])=[CH:4][CH:3]=1.CC1C=C(C)C=C(C)C=1S([O-])(=O)=O.[NH2:27][N+:28]1[CH:33]=[CH:32][CH:31]=[CH:30][C:29]=1[CH3:34].N1(C2CCCCCCCCCC2)CCCN=CCCCCC1. Product: [F:1][C:2]1[CH:3]=[CH:4][C:5]([C:8]2[C:9]([C:10]([O:12][CH3:13])=[O:11])=[C:33]3[CH:32]=[CH:31][CH:30]=[C:29]([CH3:34])[N:28]3[N:27]=2)=[CH:6][CH:7]=1. The catalyst class is: 10. (3) Reactant: [H-].[Na+].[Cl:3][C:4]1[CH:20]=[CH:19][C:7]([NH:8][S:9]([C:12]2[CH:17]=[CH:16][C:15]([CH3:18])=[CH:14][CH:13]=2)(=[O:11])=[O:10])=[C:6]([C:21]([O:23][CH3:24])=[O:22])[CH:5]=1.S(OC)(O[CH3:29])(=O)=O.O. Product: [Cl:3][C:4]1[CH:20]=[CH:19][C:7]([N:8]([CH3:29])[S:9]([C:12]2[CH:13]=[CH:14][C:15]([CH3:18])=[CH:16][CH:17]=2)(=[O:11])=[O:10])=[C:6]([C:21]([O:23][CH3:24])=[O:22])[CH:5]=1. The catalyst class is: 3.